Dataset: Forward reaction prediction with 1.9M reactions from USPTO patents (1976-2016). Task: Predict the product of the given reaction. (1) Given the reactants [Si]([O:8][CH2:9][C@@H:10]([N:14]1[C:23]2[C:18](=[CH:19][C:20]([NH:26][CH2:27][C:28]3[CH:33]=[CH:32][C:31]([F:34])=[CH:30][CH:29]=3)=[C:21]([O:24][CH3:25])[CH:22]=2)[C:17](=[O:35])[C:16]([C:36]([O:38]CC)=[O:37])=[CH:15]1)[CH:11]([CH3:13])[CH3:12])(C(C)(C)C)(C)C.O(C)[Na].O, predict the reaction product. The product is: [F:34][C:31]1[CH:30]=[CH:29][C:28]([CH2:27][NH:26][C:20]2[CH:19]=[C:18]3[C:23](=[CH:22][C:21]=2[O:24][CH3:25])[N:14]([C@@H:10]([CH:11]([CH3:13])[CH3:12])[CH2:9][OH:8])[CH:15]=[C:16]([C:36]([OH:38])=[O:37])[C:17]3=[O:35])=[CH:33][CH:32]=1. (2) Given the reactants Br[C:2]1[CH:3]=[C:4]2[C:9](=[CH:10][C:11]=1[O:12][CH3:13])[O:8][C:7]([CH3:15])([CH3:14])[CH:6]=[C:5]2[CH:16]([CH3:18])[CH3:17].C([Sn](CCCC)(CCCC)[C:24]([O:26]CC)=[CH2:25])CCC, predict the reaction product. The product is: [CH:16]([C:5]1[C:4]2[C:9](=[CH:10][C:11]([O:12][CH3:13])=[C:2]([C:24](=[O:26])[CH3:25])[CH:3]=2)[O:8][C:7]([CH3:15])([CH3:14])[CH:6]=1)([CH3:18])[CH3:17]. (3) Given the reactants [CH2:1]([C:4]1[N:12]=[C:11]([O:13][CH3:14])[C:10]([NH:15][C:16]([N:18]2[CH2:23][CH2:22][N:21]([C:24]3[CH:29]=[C:28]([CH3:30])[CH:27]=[C:26]([CH3:31])[CH:25]=3)[CH2:20][CH2:19]2)=[O:17])=[CH:9][C:5]=1[C:6](O)=[O:7])[CH2:2][CH3:3].[CH:32]1[C:45]2[C:36](=[N:37][C:38]3[C:43]([C:44]=2[NH:46][C:47]2[CH:48]=[C:49]([NH:55][C:56](=[O:60])[CH:57]([NH2:59])[CH3:58])[CH:50]=[C:51]([CH2:53][OH:54])[CH:52]=2)=[CH:42][CH:41]=[CH:40][CH:39]=3)[CH:35]=[CH:34][CH:33]=1, predict the reaction product. The product is: [CH:42]1[C:43]2[C:38](=[N:37][C:36]3[C:45]([C:44]=2[NH:46][C:47]2[CH:48]=[C:49]([NH:55][C:56]([CH:57]([NH:59][C:6]([C:5]4[CH:9]=[C:10]([NH:15][C:16]([N:18]5[CH2:23][CH2:22][N:21]([C:24]6[CH:25]=[C:26]([CH3:31])[CH:27]=[C:28]([CH3:30])[CH:29]=6)[CH2:20][CH2:19]5)=[O:17])[C:11]([O:13][CH3:14])=[N:12][C:4]=4[CH2:1][CH2:2][CH3:3])=[O:7])[CH3:58])=[O:60])[CH:50]=[C:51]([CH2:53][OH:54])[CH:52]=2)=[CH:32][CH:33]=[CH:34][CH:35]=3)[CH:39]=[CH:40][CH:41]=1.